From a dataset of Reaction yield outcomes from USPTO patents with 853,638 reactions. Predict the reaction yield, written as a fraction of the theoretical maximum amount of product (1.0 means a 100% yield; for example, 0.34 means a 34% yield). (1) The reactants are [P:1]([CH2:5][C:6]1[CH:17]=[CH:16][C:9]([CH2:10][CH:11]([C:13]([OH:15])=[O:14])[NH2:12])=[CH:8][CH:7]=1)([OH:4])([OH:3])=[O:2].C(N(CC)CC)C.[C:25](O[C:25]([O:27][C:28]([CH3:31])([CH3:30])[CH3:29])=[O:26])([O:27][C:28]([CH3:31])([CH3:30])[CH3:29])=[O:26]. The catalyst is O1CCOCC1. The product is [C:25]([NH:12][CH:11]([C:13]([OH:15])=[O:14])[CH2:10][C:9]1[CH:16]=[CH:17][C:6]([CH2:5][P:1]([OH:4])([OH:3])=[O:2])=[CH:7][CH:8]=1)([O:27][C:28]([CH3:31])([CH3:30])[CH3:29])=[O:26]. The yield is 0.770. (2) The reactants are [CH3:1][C:2]1[C:6]([CH2:7][N:8]2[CH:12]=[C:11]([N:13]3[C:17](=[O:18])[CH2:16][NH:15][C:14]3=[O:19])[CH:10]=[N:9]2)=[C:5]([CH3:20])[O:4][N:3]=1.Cl.[CH3:22][O:23][C:24]1[C:25]([CH2:32]Cl)=[N:26][CH:27]=[CH:28][C:29]=1[O:30][CH3:31]. No catalyst specified. The product is [CH3:22][O:23][C:24]1[C:25]([CH2:32][N:15]2[CH2:16][C:17](=[O:18])[N:13]([C:11]3[CH:10]=[N:9][N:8]([CH2:7][C:6]4[C:2]([CH3:1])=[N:3][O:4][C:5]=4[CH3:20])[CH:12]=3)[C:14]2=[O:19])=[N:26][CH:27]=[CH:28][C:29]=1[O:30][CH3:31]. The yield is 0.260. (3) The reactants are [Br:1][C:2]1[CH:11]=[C:10]2[C:5]([NH:6][C@@H:7]([CH3:19])[CH2:8][N:9]2[C:12]([O:14][C:15]([CH3:18])([CH3:17])[CH3:16])=[O:13])=[CH:4][CH:3]=1.N1C=CC=CC=1.[CH:26]1([C:29](Cl)=[O:30])[CH2:28][CH2:27]1.Cl. The catalyst is ClCCl. The product is [Br:1][C:2]1[CH:11]=[C:10]2[C:5]([N:6]([C:29]([CH:26]3[CH2:28][CH2:27]3)=[O:30])[C@@H:7]([CH3:19])[CH2:8][N:9]2[C:12]([O:14][C:15]([CH3:18])([CH3:17])[CH3:16])=[O:13])=[CH:4][CH:3]=1. The yield is 0.990.